This data is from TCR-epitope binding with 47,182 pairs between 192 epitopes and 23,139 TCRs. The task is: Binary Classification. Given a T-cell receptor sequence (or CDR3 region) and an epitope sequence, predict whether binding occurs between them. The epitope is FQPTNGVGY. Result: 0 (the TCR does not bind to the epitope). The TCR CDR3 sequence is CASSPEAGYEQYF.